From a dataset of Forward reaction prediction with 1.9M reactions from USPTO patents (1976-2016). Predict the product of the given reaction. (1) Given the reactants [CH:1]([OH:3])=O.C(OC(=O)C)(=O)C.[F:11][C:12]1[CH:13]=[C:14]2[C:19](=[CH:20][CH:21]=1)[NH:18][CH:17]([CH3:22])[CH2:16][CH2:15]2, predict the reaction product. The product is: [F:11][C:12]1[CH:13]=[C:14]2[C:19](=[CH:20][CH:21]=1)[N:18]([CH:1]=[O:3])[CH:17]([CH3:22])[CH2:16][CH2:15]2. (2) Given the reactants [C:1]([NH:4][C:5]1[CH:27]=[CH:26][C:8]([C:9]([NH:11][C:12]2[CH:17]=[CH:16][CH:15]=[CH:14][C:13]=2[NH:18]C(=O)OC(C)(C)C)=[O:10])=[CH:7][CH:6]=1)(=[O:3])[CH3:2].FC(F)(F)C(O)=O, predict the reaction product. The product is: [C:1]([NH:4][C:5]1[CH:27]=[CH:26][C:8]([C:9]([NH:11][C:12]2[CH:17]=[CH:16][CH:15]=[CH:14][C:13]=2[NH2:18])=[O:10])=[CH:7][CH:6]=1)(=[O:3])[CH3:2]. (3) Given the reactants O[C:2]1[C:7]([C:8]#[N:9])=[CH:6][N:5]=[C:4]2[C:10]3[CH:16]=[CH:15][CH:14]=[CH:13][C:11]=3[O:12][C:3]=12.CCCCCC.P(Cl)(Cl)([Cl:25])=O, predict the reaction product. The product is: [Cl:25][C:2]1[C:7]([C:8]#[N:9])=[CH:6][N:5]=[C:4]2[C:10]3[CH:16]=[CH:15][CH:14]=[CH:13][C:11]=3[O:12][C:3]=12. (4) Given the reactants [Cl:1][C:2]1[CH:7]=[C:6]([S:8]([C:11]([F:14])([F:13])[F:12])(=[O:10])=[O:9])[CH:5]=[CH:4][C:3]=1[NH:15][C:16]([C:18]1[C:27]([CH3:28])=[CH:26][C:25]2[C:20](=[CH:21][CH:22]=[CH:23][CH:24]=2)[C:19]=1[OH:29])=[O:17].[Br:30]Br, predict the reaction product. The product is: [Cl:1][C:2]1[CH:7]=[C:6]([S:8]([C:11]([F:12])([F:13])[F:14])(=[O:9])=[O:10])[CH:5]=[CH:4][C:3]=1[NH:15][C:16]([C:18]1[C:27]([CH3:28])=[C:26]([Br:30])[C:25]2[C:20](=[CH:21][CH:22]=[CH:23][CH:24]=2)[C:19]=1[OH:29])=[O:17]. (5) Given the reactants C(OC([N:8]1[CH2:13][CH2:12][N:11]([C:14]2[CH:15]=[CH:16][CH:17]=[C:18]3[C:22]=2[N:21]([CH3:23])[CH:20]=[C:19]3[S:24]([C:27]2[CH:32]=[CH:31][CH:30]=[C:29]([Cl:33])[CH:28]=2)(=[O:26])=[O:25])[CH2:10][CH2:9]1)=O)(C)(C)C.Cl, predict the reaction product. The product is: [ClH:33].[Cl:33][C:29]1[CH:28]=[C:27]([S:24]([C:19]2[C:18]3[C:22](=[C:14]([N:11]4[CH2:10][CH2:9][NH:8][CH2:13][CH2:12]4)[CH:15]=[CH:16][CH:17]=3)[N:21]([CH3:23])[CH:20]=2)(=[O:26])=[O:25])[CH:32]=[CH:31][CH:30]=1. (6) Given the reactants C(O[CH2:5][C:6]1[S:10][C:9]([NH:11][C:12]([C:14]2[N:15]=[CH:16][C:17]([N:20]3[CH2:25][CH2:24][CH:23]([C:26]([O:28][CH2:29][CH3:30])=[O:27])[CH2:22][CH2:21]3)=[N:18][CH:19]=2)=[O:13])=[N:8][C:7]=1[C:31]1[CH:36]=[CH:35][C:34]([Cl:37])=[C:33]([C:38]([F:41])([F:40])[F:39])[CH:32]=1)(=O)C.Cl.[CH3:43][C@@H:44]1[CH2:48][CH2:47][CH2:46][NH:45]1.C(N(C(C)C)CC)(C)C, predict the reaction product. The product is: [Cl:37][C:34]1[CH:35]=[CH:36][C:31]([C:7]2[N:8]=[C:9]([NH:11][C:12]([C:14]3[N:15]=[CH:16][C:17]([N:20]4[CH2:25][CH2:24][CH:23]([C:26]([O:28][CH2:29][CH3:30])=[O:27])[CH2:22][CH2:21]4)=[N:18][CH:19]=3)=[O:13])[S:10][C:6]=2[CH2:5][N:45]2[CH2:46][CH2:47][CH2:48][C@H:44]2[CH3:43])=[CH:32][C:33]=1[C:38]([F:41])([F:39])[F:40].